From a dataset of Full USPTO retrosynthesis dataset with 1.9M reactions from patents (1976-2016). Predict the reactants needed to synthesize the given product. (1) Given the product [CH3:1][O:2][C:3]1[CH:4]=[C:5]([CH:23]=[CH:24][C:25]=1[O:26][CH3:27])[CH2:6][CH:7]1[C:16]2[C:11](=[CH:12][C:13]([O:21][CH3:22])=[C:14]([O:17][CH:18]([CH3:20])[CH3:19])[CH:15]=2)[CH2:10][CH2:9][N:8]1[CH2:29][C:30]([NH:33][CH:34]1[C:42]2[C:37](=[CH:38][CH:39]=[CH:40][CH:41]=2)[CH2:36][CH:35]1[CH3:43])=[O:31], predict the reactants needed to synthesize it. The reactants are: [CH3:1][O:2][C:3]1[CH:4]=[C:5]([CH:23]=[CH:24][C:25]=1[O:26][CH3:27])[CH2:6][CH:7]1[C:16]2[C:11](=[CH:12][C:13]([O:21][CH3:22])=[C:14]([O:17][CH:18]([CH3:20])[CH3:19])[CH:15]=2)[CH2:10][CH2:9][NH:8]1.Br[CH2:29][C:30](Br)=[O:31].[NH2:33][CH:34]1[C:42]2[C:37](=[CH:38][CH:39]=[CH:40][CH:41]=2)[CH2:36][CH:35]1[CH3:43]. (2) Given the product [Br:19][C:2]1[CH:7]=[CH:6][C:5]([N:8]2[CH2:13][CH2:12][CH:11]([OH:14])[CH2:10][CH2:9]2)=[CH:4][CH:3]=1, predict the reactants needed to synthesize it. The reactants are: N[C:2]1[CH:7]=[CH:6][C:5]([N:8]2[CH2:13][CH2:12][CH:11]([OH:14])[CH2:10][CH2:9]2)=[CH:4][CH:3]=1.N([O-])=O.[Na+].[BrH:19].